From a dataset of Experimentally validated miRNA-target interactions with 360,000+ pairs, plus equal number of negative samples. Binary Classification. Given a miRNA mature sequence and a target amino acid sequence, predict their likelihood of interaction. (1) The miRNA is hsa-miR-346 with sequence UGUCUGCCCGCAUGCCUGCCUCU. The protein sequence of the target gene is MALVTVSRSPPGSGASTPVGPWDQAVQRRSRLQRRQSFAVLRGAVLGLQDGGDNDDAAEASSEPTEKAPSEEELHGDQTDFGQGSQSPQKQEEQRQHLHLMVQLLRPQDDIRLAAQLEAPRPPRLRYLLVVSTREGEGLSQDETVLLGVDFPDSSSPSCTLGLVLPLWSDTQVYLDGDGGFSVTSGGQSRIFKPISIQTMWATLQVLHQACEAALGSGLVPGGSALTWASHYQERLNSEQSCLNEWTAMADLESLRPPSAEPGGSSEQEQMEQAIRAELWKVLDVSDLESVTSKEIRQAL.... Result: 1 (interaction). (2) The miRNA is cel-miR-79-3p with sequence AUAAAGCUAGGUUACCAAAGCU. The protein sequence of the target gene is MPLLRGRCPARRHYRRLALLGLQPAPRFAHSGPPRQRPLSAAEMAVGLVVFFTTFLTPAAYVLGNLKQFRRN. Result: 0 (no interaction). (3) The miRNA is hsa-miR-4766-5p with sequence UCUGAAAGAGCAGUUGGUGUU. The protein sequence of the target gene is MPEVSSKGATISKKGFKKAVVKTQKKEGKKRKRTRKESYSIYIYKVLKQVHPDTGISSKAMSIMNSFVTDIFERIASEASRLAHYSKRSTISSREIQTAVRLLLPGELAKHAVSEGTKAVTKYTSSK. Result: 1 (interaction). (4) The miRNA is hsa-miR-1-5p with sequence ACAUACUUCUUUAUAUGCCCAU. The protein sequence of the target gene is MSSPAVARTSPGGSREMAPAPQGRGRFWEVGGGSGHRLERAAAESERWELLLRRGELLALGGHLKGALEAFAAALRRGAPARPECLGALVDCLVFNYRLRHGLGWSAAPVAGADGGAGGLLRCLGCRGFLSEPVTVPCGHSYCRRCLRRELRARCRLCRDRLPPATASATDAEGTAPRPPPLAAAIAASDFRTSVVLNHLAEKWFPGQRERARAAGRLGELLHQGRYREALAAACEALRAEPSDLIVKIYRAESYAGLQEFKAAIEDLNAVLFQLPDWPEVYFRKGKVLCDAGFLGDALQ.... Result: 1 (interaction). (5) The miRNA is hsa-miR-4778-5p with sequence AAUUCUGUAAAGGAAGAAGAGG. The protein sequence of the target gene is MATAATIPSVATATAAALGEVEDEGLLASLFRDRFPEAQWRERPDVGRYLRELSGSGLERLRREPERLAEERAQLLQQTRDLAFANYKTFIRGAECTERIHRLFGDVEASLGRLLDRLPSFQQSCRNFVKEAEEISSNRRMNSLTLNRHTEILEILEIPQLMDTCVRNSYYEEALELAAYVRRLERKYSSIPVIQGIVNEVRQSMQLMLSQLIQQLRTNIQLPACLRVIGYLRRMDVFTEAELRVKFLQARDAWLRSILTAIPNDDPYFHITKTIEASRVHLFDIITQYRAIFSDEDPLL.... Result: 0 (no interaction). (6) The miRNA is hsa-miR-939-3p with sequence CCCUGGGCCUCUGCUCCCCAG. The protein sequence of the target gene is MALLVDRVRGHWRIAAGLLFNLLVSICIVFLNKWIYVYHGFPNMSLTLVHFVVTWLGLYICQKLDIFAPKSLPPSRLLLLALSFCGFVVFTNLSLQNNTIGTYQLAKAMTTPVIIAIQTFCYQKTFSTRIQLTLIPITLGVILNSYYDVKFNFLGMVFAALGVLVTSLYQVWVGAKQHELQVNSMQLLYYQAPMSSAMLLVAVPFFEPVFGEGGIFGPWSVSALLMVLLSGVIAFMVNLSIYWIIGNTSPVTYNMFGHFKFCITLFGGYVLFKDPLSINQALGILCTLFGILAYTHFKLS.... Result: 0 (no interaction). (7) The miRNA is hsa-miR-6739-3p with sequence AUUGUUCUGUCUUUCUCCCAG. The protein sequence of the target gene is MGIMAASRPLSRFWEWGKNIVCVGRNYADHVREMRSAVLSEPVLFLKPSTAYAPEGSPILMPAYTRNLHHELELGVVMGKRCRAVPEAAAMDYVGGYALCLDMTARDVQDECKKKGLPWTLAKSFTASCPVSAFVPKEKIPDPHKLKLWLKVNGELRQEGETSSMIFSIPYIISYVSKIITLEEGDIILTGTPKGVGPVKENDEIEAGIHGLVSMTFKVEKPEY. Result: 0 (no interaction). (8) The miRNA is hsa-miR-3165 with sequence AGGUGGAUGCAAUGUGACCUCA. The protein sequence of the target gene is MARPGQRWLGKWLVAMVVWALCRLATPLAKNLEPVSWSSLNPKFLSGKGLVIYPKIGDKLDIICPRAEAGRPYEYYKLYLVRPEQAAACSTVLDPNVLVTCNRPEQEIRFTIKFQEFSPNYMGLEFKKHHDYYITSTSNGSLEGLENREGGVCRTRTMKIIMKVGQDPNAVTPEQLTTSRPSKEADNTVKMATQAPGSRGSLGDSDGKHETVNQEEKSGPGASGGSSGDPDGFFNSKVALFAAVGAGCVIFLLIIIFLTVLLLKLRKRHRKHTQQRAAALSLSTLASPKGGSGTAGTEPS.... Result: 1 (interaction). (9) The protein sequence of the target gene is MSRYLRPPNTSLFVRNVADDTRSEDLRREFGRYGPIVDVYVPLDFYTRRPRGFAYVQFEDVRDAEDALHNLDRKWICGRQIEIQFAQGDRKTPNQMKAKEGRNVYSSSRYDDYDRYRRSRSRSYERRRSRSRSFDYNYRRSYSPRNSRPTGRPRRSRSHSDNDRFKHRNRSFSRSKSNSRSRSKSQPKKEMKAKSRSRSASHTKTRGTSKTDSKTHYKSGSRYEKESRKKEPPRSKSQSRSQSRSRSKSRSRSWTSPKSSGH. Result: 1 (interaction). The miRNA is hsa-miR-548l with sequence AAAAGUAUUUGCGGGUUUUGUC.